Predict the product of the given reaction. From a dataset of Forward reaction prediction with 1.9M reactions from USPTO patents (1976-2016). (1) Given the reactants Br[C:2]1[N:6]2[CH:7]=[C:8]([CH:21]3[CH2:23][CH2:22]3)[C:9]([CH2:11][O:12][C:13]3[CH:18]=[CH:17][C:16]([Cl:19])=[C:15]([Cl:20])[CH:14]=3)=[CH:10][C:5]2=[N:4][N:3]=1.[CH:24]1([S:27]([NH2:30])(=[O:29])=[O:28])CC1.CS(N)(=O)=O, predict the reaction product. The product is: [CH:21]1([C:8]2[C:9]([CH2:11][O:12][C:13]3[CH:18]=[CH:17][C:16]([Cl:19])=[C:15]([Cl:20])[CH:14]=3)=[CH:10][C:5]3[N:6]([C:2]([NH:30][S:27]([CH3:24])(=[O:29])=[O:28])=[N:3][N:4]=3)[CH:7]=2)[CH2:23][CH2:22]1. (2) Given the reactants [OH:1][C:2]1[CH:3]=[C:4]([CH2:8][CH2:9][CH2:10][NH:11][C:12]2[N:17]=[C:16]([CH3:18])[C:15]([C:19]([NH:21][C@@H:22]([CH2:26][NH:27][C:28]([C:30]3[S:31][CH:32]=[CH:33][CH:34]=3)=[O:29])[C:23]([OH:25])=[O:24])=[O:20])=[C:14]([CH3:35])[N:13]=2)[CH:5]=[CH:6][CH:7]=1.Cl[CH:37]([O:39][C:40](=[O:44])[CH:41]([CH3:43])[CH3:42])[CH3:38].[I-].[Na+].C(N(CC)CC)C, predict the reaction product. The product is: [C:40]([O:39][CH:37]([O:24][C:23](=[O:25])[C@@H:22]([NH:21][C:19]([C:15]1[C:16]([CH3:18])=[N:17][C:12]([NH:11][CH2:10][CH2:9][CH2:8][C:4]2[CH:5]=[CH:6][CH:7]=[C:2]([OH:1])[CH:3]=2)=[N:13][C:14]=1[CH3:35])=[O:20])[CH2:26][NH:27][C:28]([C:30]1[S:31][CH:32]=[CH:33][CH:34]=1)=[O:29])[CH3:38])(=[O:44])[CH:41]([CH3:43])[CH3:42].